Predict the product of the given reaction. From a dataset of Forward reaction prediction with 1.9M reactions from USPTO patents (1976-2016). (1) Given the reactants [Br:1][C:2]1[CH:3]=[C:4]([CH:9]([C:11]2[CH:16]=[CH:15][CH:14]=[CH:13][CH:12]=2)O)[CH:5]=[C:6]([Br:8])[CH:7]=1.C([SiH](CC)CC)C.B(F)(F)F.CCOCC.C(=O)(O)[O-].[Na+], predict the reaction product. The product is: [Br:1][C:2]1[CH:7]=[C:6]([Br:8])[CH:5]=[C:4]([CH2:9][C:11]2[CH:16]=[CH:15][CH:14]=[CH:13][CH:12]=2)[CH:3]=1. (2) Given the reactants [CH3:1][C@:2]12[C@@H:11]3[CH2:12][CH2:13][C@@H:14]4[C:16]([CH2:18][C@@:10]3([CH2:15]4)[CH2:9][CH2:8][C@@H:7]1[C@@:6]([C:20]([OH:22])=[O:21])([CH3:19])[CH2:5][CH2:4][CH2:3]2)=[CH2:17].C(Cl)(C(Cl)=O)=O.[CH:29]1([NH2:35])[CH2:34][CH2:33][CH2:32][CH2:31][CH2:30]1, predict the reaction product. The product is: [CH:29]1([NH-:35])[CH2:34][CH2:33][CH2:32][CH2:31][CH2:30]1.[CH3:1][C@:2]12[C@@H:11]3[CH2:12][CH2:13][C@@H:14]4[C:16]([CH2:18][C@@:10]3([CH2:15]4)[CH2:9][CH2:8][C@@H:7]1[C@@:6]([C:20]([OH:22])=[O:21])([CH3:19])[CH2:5][CH2:4][CH2:3]2)=[CH2:17]. (3) Given the reactants Cl[C:2]1[C:7]([C:8]2([CH3:13])[O:12][CH2:11][CH2:10][O:9]2)=[CH:6][CH:5]=[CH:4][N:3]=1.[C:14](#[N:16])[CH3:15].C[Si]([N-][Si](C)(C)C)(C)C.[Na+].[NH4+].[Cl-], predict the reaction product. The product is: [CH3:13][C:8]1([C:7]2[C:2]([CH2:15][C:14]#[N:16])=[N:3][CH:4]=[CH:5][CH:6]=2)[O:12][CH2:11][CH2:10][O:9]1. (4) Given the reactants [CH2:1]([C@H:8]1[CH2:12][O:11][C:10](=[O:13])[N:9]1[C:14](=[O:24])/[CH:15]=[CH:16]/[C:17]1[CH:22]=[CH:21][C:20]([Cl:23])=[CH:19][CH:18]=1)[C:2]1[CH:7]=[CH:6][CH:5]=[CH:4][CH:3]=1.C(O[CH2:29][C:30]([CH2:32][Si](C)(C)C)=[CH2:31])(=O)C.P(OC(C)C)(OC(C)C)OC(C)C, predict the reaction product. The product is: [CH2:1]([C@H:8]1[CH2:12][O:11][C:10](=[O:13])[N:9]1[C:14]([C@@H:15]1[CH2:32][C:30](=[CH2:29])[CH2:31][C@H:16]1[C:17]1[CH:22]=[CH:21][C:20]([Cl:23])=[CH:19][CH:18]=1)=[O:24])[C:2]1[CH:7]=[CH:6][CH:5]=[CH:4][CH:3]=1.